This data is from Forward reaction prediction with 1.9M reactions from USPTO patents (1976-2016). The task is: Predict the product of the given reaction. (1) Given the reactants [Cl-].[NH4+:2].[NH3:3].[CH2:4]([N:11]1[CH2:16][CH2:15][C:14](=O)[CH2:13][CH2:12]1)[C:5]1[CH:10]=[CH:9][CH:8]=[CH:7][CH:6]=1.[C-:18]#N.[Na+], predict the reaction product. The product is: [NH2:2][C:14]1([C:18]#[N:3])[CH2:15][CH2:16][N:11]([CH2:4][C:5]2[CH:10]=[CH:9][CH:8]=[CH:7][CH:6]=2)[CH2:12][CH2:13]1. (2) Given the reactants [CH3:1][C:2]1[N:7]2[N:8]=[C:9]([CH:11]=[CH:12][C:13]3[N:14]=[C:15]4[C:23]5[C:18](=[CH:19][CH:20]=[CH:21][CH:22]=5)[CH2:17][N:16]4[CH:24]=3)[N:10]=[C:6]2[C:5]([CH3:25])=[N:4][CH:3]=1, predict the reaction product. The product is: [CH3:1][C:2]1[N:7]2[N:8]=[C:9]([CH2:11][CH2:12][C:13]3[N:14]=[C:15]4[C:23]5[C:18](=[CH:19][CH:20]=[CH:21][CH:22]=5)[CH2:17][N:16]4[CH:24]=3)[N:10]=[C:6]2[C:5]([CH3:25])=[N:4][CH:3]=1. (3) Given the reactants Br[C:2]1[CH:3]=[C:4]([CH:7]=[C:8]([C:10]([F:13])([F:12])[F:11])[CH:9]=1)[CH:5]=[O:6].C(=O)([O-])[O-].[Na+].[Na+].[N:20]1[CH:25]=[CH:24][C:23](B(O)O)=[CH:22][CH:21]=1, predict the reaction product. The product is: [N:20]1[CH:25]=[CH:24][C:23]([C:2]2[CH:3]=[C:4]([CH:7]=[C:8]([C:10]([F:13])([F:12])[F:11])[CH:9]=2)[CH:5]=[O:6])=[CH:22][CH:21]=1. (4) Given the reactants C(OC(=O)[NH:7][CH:8]1[CH2:13][CH2:12][CH:11]([NH:14][C:15]2[N:20]=[C:19]3[N:21](COCC[Si](C)(C)C)[N:22]=[C:23]([C:24]4[CH:29]=[CH:28][CH:27]=[C:26]([NH:30][CH2:31][C:32]5[S:33][CH:34]=[CH:35][CH:36]=5)[CH:25]=4)[C:18]3=[CH:17][N:16]=2)[CH2:10][CH2:9]1)(C)(C)C.C(O)(C(F)(F)F)=O, predict the reaction product. The product is: [S:33]1[CH:34]=[CH:35][CH:36]=[C:32]1[CH2:31][NH:30][C:26]1[CH:25]=[C:24]([C:23]2[C:18]3[C:19](=[N:20][C:15]([NH:14][CH:11]4[CH2:12][CH2:13][CH:8]([NH2:7])[CH2:9][CH2:10]4)=[N:16][CH:17]=3)[NH:21][N:22]=2)[CH:29]=[CH:28][CH:27]=1. (5) The product is: [CH3:1][O:2][C:3]([C:5]1[N:6]=[C:7]([C@@H:10]2[CH2:15][N:14]3[CH2:16][CH2:17][CH2:18][C@@H:13]3[CH2:12][N:11]2[C:19]([O:21][C:22]([CH3:25])([CH3:24])[CH3:23])=[O:20])[O:8][CH:9]=1)=[O:4]. Given the reactants [CH3:1][O:2][C:3]([CH:5]1[CH2:9][O:8][C:7]([C@@H:10]2[CH2:15][N:14]3[CH2:16][CH2:17][CH2:18][C@@H:13]3[CH2:12][N:11]2[C:19]([O:21][C:22]([CH3:25])([CH3:24])[CH3:23])=[O:20])=[N:6]1)=[O:4].N12CCCN=C1CCCCC2.BrC(Cl)(Cl)Cl, predict the reaction product. (6) Given the reactants [C:1]([OH:21])(=[O:20])[CH2:2][CH2:3][CH2:4][CH2:5][CH2:6][CH2:7][CH2:8]/[CH:9]=[CH:10]\[CH2:11][C@@H:12]([CH2:14][CH2:15][CH2:16][CH2:17][CH2:18][CH3:19])[OH:13].C(N(CC)CC)C.[N+:29]([C:32]1[CH:40]=[CH:39][C:35]([C:36](Cl)=[O:37])=[CH:34][CH:33]=1)([O-:31])=[O:30].O, predict the reaction product. The product is: [C:1]([CH2:2][CH2:3][CH2:4][CH2:5][CH2:6][CH2:7][CH2:8][CH:9]=[CH:10][CH2:11][CH:12]([O:13][C:36](=[O:37])[C:35]1[CH:34]=[CH:33][C:32]([N+:29]([O-:31])=[O:30])=[CH:40][CH:39]=1)[CH2:14][CH2:15][CH2:16][CH2:17][CH2:18][CH3:19])([OH:21])=[O:20]. (7) Given the reactants Br[CH2:2][C:3]([C:5]12[CH2:14][CH:9]3[CH2:10][CH:11]([CH2:13][CH:7]([CH2:8]3)[CH2:6]1)[CH2:12]2)=[O:4].[CH3:15][C:16]1[N:21]=[C:20]([SH:22])[CH:19]=[CH:18][CH:17]=1.C(N(CC)CC)C, predict the reaction product. The product is: [C:5]12([C:3](=[O:4])[CH2:2][S:22][C:20]3[CH:19]=[CH:18][CH:17]=[C:16]([CH3:15])[N:21]=3)[CH2:14][CH:9]3[CH2:10][CH:11]([CH2:13][CH:7]([CH2:8]3)[CH2:6]1)[CH2:12]2.